From a dataset of Reaction yield outcomes from USPTO patents with 853,638 reactions. Predict the reaction yield, written as a fraction of the theoretical maximum amount of product (1.0 means a 100% yield; for example, 0.34 means a 34% yield). (1) The reactants are [F:1][C:2]1[CH:11]=[CH:10][CH:9]=[C:8]2[C:3]=1[CH:4]=[CH:5][C:6](=[O:17])[N:7]2[CH2:12][CH2:13][C:14]([OH:16])=O.C(Cl)(=O)C(Cl)=O.[Cl-].[Cl-].[Cl-].[Al+3].C(=O)(O)[O-].[Na+]. The catalyst is ClCCl.CN(C=O)C. The product is [F:1][C:2]1[C:3]2[CH:4]=[CH:5][C:6](=[O:17])[N:7]3[C:8]=2[C:9]([C:14](=[O:16])[CH2:13][CH2:12]3)=[CH:10][CH:11]=1. The yield is 0.800. (2) The reactants are [CH:1]([NH:3][C:4]1[CH:13]=[C:12]2[C:7]([CH2:8][CH2:9][CH:10]([C:14](OCC)=[O:15])[O:11]2)=[CH:6][CH:5]=1)=O.[H-].[Al+3].[Li+].[H-].[H-].[H-]. The catalyst is C1COCC1. The product is [CH3:1][NH:3][C:4]1[CH:13]=[C:12]2[C:7]([CH2:8][CH2:9][CH:10]([CH2:14][OH:15])[O:11]2)=[CH:6][CH:5]=1. The yield is 0.980.